This data is from Catalyst prediction with 721,799 reactions and 888 catalyst types from USPTO. The task is: Predict which catalyst facilitates the given reaction. (1) Reactant: [CH3:1][C:2]([C:6]1[CH:12]=[CH:11][C:9]([NH2:10])=[CH:8][CH:7]=1)([CH3:5])[CH2:3][CH3:4].[C:13](OC(=O)C)(=[O:15])[CH3:14]. Product: [CH3:5][C:2]([C:6]1[CH:7]=[CH:8][C:9]([NH:10][C:13](=[O:15])[CH3:14])=[CH:11][CH:12]=1)([CH3:1])[CH2:3][CH3:4]. The catalyst class is: 1. (2) Reactant: [Cl:1][C:2]1[N:7]=[CH:6][C:5]([C:8]2[O:9][C:10]([CH3:26])=[C:11]([CH2:13][CH2:14][O:15]S(C3C=CC(C)=CC=3)(=O)=O)[N:12]=2)=[CH:4][CH:3]=1.[CH3:27][O:28][C:29](=[O:40])[CH2:30][CH2:31][C:32]1[CH:37]=[CH:36][C:35](O)=[CH:34][C:33]=1[CH3:39].C([O-])([O-])=O.[Cs+].[Cs+]. Product: [CH3:27][O:28][C:29](=[O:40])[CH2:30][CH2:31][C:32]1[CH:37]=[CH:36][C:35]([O:15][CH2:14][CH2:13][C:11]2[N:12]=[C:8]([C:5]3[CH:6]=[N:7][C:2]([Cl:1])=[CH:3][CH:4]=3)[O:9][C:10]=2[CH3:26])=[CH:34][C:33]=1[CH3:39]. The catalyst class is: 39.